Dataset: Forward reaction prediction with 1.9M reactions from USPTO patents (1976-2016). Task: Predict the product of the given reaction. Given the reactants [CH2:1]([O:3][C:4]1[CH:5]=[C:6]([CH:10]2[CH2:15][CH2:14][CH2:13][N:12]([CH2:16][C@H:17]([OH:22])[C:18]([F:21])([F:20])[F:19])[CH2:11]2)[CH:7]=[CH:8][CH:9]=1)[CH3:2].[Cl:23][C:24]1[CH:29]=[CH:28][C:27]([N:30]=[C:31]=[O:32])=[CH:26][CH:25]=1, predict the reaction product. The product is: [ClH:23].[CH2:1]([O:3][C:4]1[CH:5]=[C:6]([CH:10]2[CH2:15][CH2:14][CH2:13][N:12]([CH2:16][C@H:17]([O:22][C:31](=[O:32])[NH:30][C:27]3[CH:28]=[CH:29][C:24]([Cl:23])=[CH:25][CH:26]=3)[C:18]([F:19])([F:20])[F:21])[CH2:11]2)[CH:7]=[CH:8][CH:9]=1)[CH3:2].